Dataset: Reaction yield outcomes from USPTO patents with 853,638 reactions. Task: Predict the reaction yield, written as a fraction of the theoretical maximum amount of product (1.0 means a 100% yield; for example, 0.34 means a 34% yield). (1) The reactants are [C:1]1(=O)[CH2:6][CH2:5][CH2:4][CH2:3][CH2:2]1.[CH2:8]([N:15]1[CH2:20][CH2:19][NH:18][CH2:17][CH2:16]1)[C:9]1[CH:14]=[CH:13][CH:12]=[CH:11][CH:10]=1.[C-:21]#[N:22].[K+]. The catalyst is O. The product is [C:21]([C:1]1([N:18]2[CH2:19][CH2:20][N:15]([CH2:8][C:9]3[CH:10]=[CH:11][CH:12]=[CH:13][CH:14]=3)[CH2:16][CH2:17]2)[CH2:6][CH2:5][CH2:4][CH2:3][CH2:2]1)#[N:22]. The yield is 1.00. (2) The yield is 0.220. The product is [OH:26][NH:27][C:28](=[O:45])[C@:29]([CH3:44])([S:40]([CH3:43])(=[O:42])=[O:41])[CH2:30][CH2:31][N:32]1[CH:37]=[CH:36][C:35]([C:13]2[CH:14]=[C:15]3[C:10](=[CH:11][CH:12]=2)[NH:9][C:8]([CH3:7])=[CH:16]3)=[CH:34][C:33]1=[O:39]. The catalyst is O1CCOCC1.[Pd]. The reactants are C(=O)([O-])[O-].[K+].[K+].[CH3:7][C:8]1[NH:9][C:10]2[C:15]([CH:16]=1)=[CH:14][C:13](B1OC(C)(C)C(C)(C)O1)=[CH:12][CH:11]=2.[OH:26][NH:27][C:28](=[O:45])[C@:29]([CH3:44])([S:40]([CH3:43])(=[O:42])=[O:41])[CH2:30][CH2:31][N:32]1[CH:37]=[CH:36][C:35](I)=[CH:34][C:33]1=[O:39].O. (3) The catalyst is CS(C)=O.C1C=CC(P(C2C=CC=CC=2)[C-]2C=CC=C2)=CC=1.C1C=CC(P(C2C=CC=CC=2)[C-]2C=CC=C2)=CC=1.Cl[Pd]Cl.[Fe+2]. The yield is 0.340. The reactants are Cl[C:2]1[CH:7]=[CH:6][N+:5]([O-:8])=[CH:4][CH:3]=1.[F:9][C:10]([F:21])([F:20])[C:11]1[CH:16]=[CH:15][C:14](B(O)O)=[CH:13][CH:12]=1.C([O-])([O-])=O.[K+].[K+]. The product is [F:9][C:10]([F:21])([F:20])[C:11]1[CH:16]=[CH:15][C:14]([C:2]2[CH:7]=[CH:6][N+:5]([O-:8])=[CH:4][CH:3]=2)=[CH:13][CH:12]=1. (4) The reactants are C([O:8][C:9]1[CH:14]=[CH:13][C:12]([C:15]2[C:19]([C:20]3[CH:25]=[CH:24][N:23]=[CH:22][CH:21]=3)=[CH:18][N:17]([CH3:26])[N:16]=2)=[CH:11][CH:10]=1)C1C=CC=CC=1.C(OCC)(=O)C. The catalyst is C(O)C.[OH-].[Pd+2].[OH-]. The product is [CH3:26][N:17]1[CH:18]=[C:19]([C:20]2[CH:21]=[CH:22][N:23]=[CH:24][CH:25]=2)[C:15]([C:12]2[CH:13]=[CH:14][C:9]([OH:8])=[CH:10][CH:11]=2)=[N:16]1. The yield is 0.910. (5) The reactants are [CH:1]12[O:9][CH:5]([CH2:6][NH:7][CH2:8]1)[CH2:4][N:3]([C:10]([O:12][C:13]([CH3:16])([CH3:15])[CH3:14])=[O:11])[CH2:2]2.[O:17]1[CH2:19][C@H:18]1[CH2:20][O:21][C:22]1[CH:29]=[CH:28][C:25]([C:26]#[N:27])=[CH:24][CH:23]=1. The catalyst is CC(O)C.O. The product is [C:26]([C:25]1[CH:28]=[CH:29][C:22]([O:21][CH2:20][C@@H:18]([OH:17])[CH2:19][N:7]2[CH2:6][CH:5]3[O:9][CH:1]([CH2:2][N:3]([C:10]([O:12][C:13]([CH3:16])([CH3:15])[CH3:14])=[O:11])[CH2:4]3)[CH2:8]2)=[CH:23][CH:24]=1)#[N:27]. The yield is 1.00.